Dataset: CYP2C19 inhibition data for predicting drug metabolism from PubChem BioAssay. Task: Regression/Classification. Given a drug SMILES string, predict its absorption, distribution, metabolism, or excretion properties. Task type varies by dataset: regression for continuous measurements (e.g., permeability, clearance, half-life) or binary classification for categorical outcomes (e.g., BBB penetration, CYP inhibition). Dataset: cyp2c19_veith. (1) The molecule is CC(C(=O)NC1CCCC1)N(C(=O)c1ccc(-c2ccccc2)[nH]1)c1ccccc1F. The result is 1 (inhibitor). (2) The molecule is OCCCNCc1ccncc1. The result is 0 (non-inhibitor). (3) The compound is Cc1ccc(NC(=O)c2ccccc2C(=O)O)cc1C. The result is 0 (non-inhibitor). (4) The compound is CC1=C(C(=O)OCc2ccccc2)C(c2ccc([N+](=O)[O-])cc2)NC(=O)N1CCCCCC(=O)O. The result is 0 (non-inhibitor). (5) The molecule is O[C@@](CCN1CCCC1)(c1ccccc1)C1CCCCC1. The result is 0 (non-inhibitor). (6) The drug is O=C(c1ccccc1)c1ccc2nc(-c3ccc(NC(=O)c4ccccc4F)cc3)[nH]c2c1. The result is 1 (inhibitor).